From a dataset of Reaction yield outcomes from USPTO patents with 853,638 reactions. Predict the reaction yield, written as a fraction of the theoretical maximum amount of product (1.0 means a 100% yield; for example, 0.34 means a 34% yield). (1) The catalyst is C(Cl)Cl.CN(C)C=O. The product is [Cl:1][C:2]1[CH:3]=[CH:4][C:5]([CH2:6][C:7]2[N:8]=[C:9]([C:17]3[C:18]([CH3:28])=[N:19][N:20]4[CH:25]=[CH:24][C:23]([CH2:26][NH:27][C:37]([C:32]5[CH:33]=[N:34][CH:35]=[CH:36][N:31]=5)=[O:38])=[CH:22][C:21]=34)[S:10][C:11]=2[C:12]2[NH:16][CH:15]=[N:14][N:13]=2)=[CH:29][CH:30]=1. The reactants are [Cl:1][C:2]1[CH:30]=[CH:29][C:5]([CH2:6][C:7]2[N:8]=[C:9]([C:17]3[C:18]([CH3:28])=[N:19][N:20]4[CH:25]=[CH:24][C:23]([CH2:26][NH2:27])=[CH:22][C:21]=34)[S:10][C:11]=2[C:12]2[NH:16][CH:15]=[N:14][N:13]=2)=[CH:4][CH:3]=1.[N:31]1[CH:36]=[CH:35][N:34]=[CH:33][C:32]=1[C:37](Cl)=[O:38].C(N(CC)C(C)C)(C)C. The yield is 0.0300. (2) The reactants are C1(C)C=CC=CC=1.[CH2:8]([C@@:15]12[CH2:28][CH2:27][C@:26]([OH:33])([C:29]([F:32])([F:31])[F:30])[CH2:25][C@H:24]1[CH:23]=[CH:22][C:21]1[CH:20]=[C:19]([C:34](OC)=[O:35])[CH:18]=[CH:17][C:16]2=1)[C:9]1[CH:14]=[CH:13][CH:12]=[CH:11][CH:10]=1.[CH3:38][C:39]1[C:44]([NH2:45])=[CH:43][CH:42]=[CH:41][N:40]=1.[Li+].C[Si]([N-][Si](C)(C)C)(C)C. The catalyst is C1COCC1. The product is [CH2:8]([C@@:15]12[CH2:28][CH2:27][C@:26]([OH:33])([C:29]([F:32])([F:31])[F:30])[CH2:25][C@H:24]1[CH:23]=[CH:22][C:21]1[CH:20]=[C:19]([C:34]([NH:45][C:44]3[C:39]([CH3:38])=[N:40][CH:41]=[CH:42][CH:43]=3)=[O:35])[CH:18]=[CH:17][C:16]2=1)[C:9]1[CH:10]=[CH:11][CH:12]=[CH:13][CH:14]=1. The yield is 0.830. (3) The reactants are [CH3:1][C@@H:2]([NH:13][CH2:14][CH2:15][CH2:16][C:17]1[CH:18]=[CH:19][CH:20]=[C:21]([C:23]([F:26])([F:25])[F:24])[CH:22]=1)[C:3]1[CH:4]=[CH:5][CH:6]=[C:7]2[CH:12]=[CH:11][CH:10]=[CH:9][C:8]=12.C(C1C=C(C(F)(F)F)C=CC=1)#C.CC(C)=[O:41].C(=O)=O.[Li]CCCC.N([C@@H](C1C2C(=CC=CC=2)C=CC=1)C)=C=O.[Cl-].[NH4+]. The catalyst is C1COCC1.CCCCCC. The product is [C:3]1([C@H:2]([NH:13][C:14](=[O:41])[C:15]#[C:16][C:17]2[CH:18]=[CH:19][CH:20]=[C:21]([C:23]([F:24])([F:25])[F:26])[CH:22]=2)[CH3:1])[C:8]2[C:7](=[CH:12][CH:11]=[CH:10][CH:9]=2)[CH:6]=[CH:5][CH:4]=1. The yield is 0.892.